From a dataset of Retrosynthesis with 50K atom-mapped reactions and 10 reaction types from USPTO. Predict the reactants needed to synthesize the given product. Given the product Nc1ncc(Br)cc1OCc1cccnc1, predict the reactants needed to synthesize it. The reactants are: ClCc1cccnc1.Nc1ncc(Br)cc1O.